From a dataset of Catalyst prediction with 721,799 reactions and 888 catalyst types from USPTO. Predict which catalyst facilitates the given reaction. (1) Reactant: [Cl:1][CH2:2][C:3](Cl)=[O:4].[F:6][C:7]([F:20])([F:19])[C:8]1[CH:9]=[C:10]([CH:12]=[C:13]([C:15]([F:18])([F:17])[F:16])[CH:14]=1)[NH2:11].C(N(CC)CC)C. Product: [F:6][C:7]([F:19])([F:20])[C:8]1[CH:9]=[C:10]([NH:11][C:3](=[O:4])[CH2:2][Cl:1])[CH:12]=[C:13]([C:15]([F:16])([F:18])[F:17])[CH:14]=1. The catalyst class is: 4. (2) Reactant: C(N(CC)CC)C.[CH:8]([C:10]1[C:18]2[C:13](=[CH:14][CH:15]=[CH:16][CH:17]=2)[N:12](C(OC(C)(C)C)=O)[CH:11]=1)=[O:9].[N:26]1[C:27]([CH:35]=[N:36][C:37]2[CH:42]=[CH:41][CH:40]=[C:39]([O:43][CH3:44])[CH:38]=2)=[CH:28][N:29]2[CH:34]=[CH:33][CH:32]=[CH:31][C:30]=12. Product: [N:26]1[C:27]([CH:35]([NH:36][C:37]2[CH:42]=[CH:41][CH:40]=[C:39]([O:43][CH3:44])[CH:38]=2)[C:8]([C:10]2[C:18]3[C:13](=[CH:14][CH:15]=[CH:16][CH:17]=3)[NH:12][CH:11]=2)=[O:9])=[CH:28][N:29]2[CH:34]=[CH:33][CH:32]=[CH:31][C:30]=12. The catalyst class is: 433. (3) Reactant: [CH2:1]([O:3][C:4]([C:6]1[S:10][C:9]([C:11]2[CH:16]=[CH:15][C:14]([C:17]([F:20])([F:19])[F:18])=[CH:13][CH:12]=2)=[N:8][C:7]=1[CH2:21]Br)=[O:5])[CH3:2].[CH2:23]([O:25][C:26](=[O:36])[CH2:27][NH:28][C:29]([O:31][C:32]([CH3:35])([CH3:34])[CH3:33])=[O:30])[CH3:24].[H-].[Na+]. Product: [CH2:1]([O:3][C:4]([C:6]1[S:10][C:9]([C:11]2[CH:16]=[CH:15][C:14]([C:17]([F:20])([F:19])[F:18])=[CH:13][CH:12]=2)=[N:8][C:7]=1[CH2:21][N:28]([C:29]([O:31][C:32]([CH3:33])([CH3:35])[CH3:34])=[O:30])[CH2:27][C:26]([O:25][CH2:23][CH3:24])=[O:36])=[O:5])[CH3:2]. The catalyst class is: 9. (4) Reactant: C([O:3][C:4](=[O:21])[CH:5]([C:7]1[CH:12]=[CH:11][C:10]([N:13]2[CH2:17][CH2:16][CH2:15][S:14]2(=[O:19])=[O:18])=[C:9]([F:20])[CH:8]=1)[CH3:6])C.[Li+].[OH-].Cl. Product: [O:19]=[S:14]1(=[O:18])[CH2:15][CH2:16][CH2:17][N:13]1[C:10]1[CH:11]=[CH:12][C:7]([CH:5]([CH3:6])[C:4]([OH:21])=[O:3])=[CH:8][C:9]=1[F:20]. The catalyst class is: 20.